From a dataset of Forward reaction prediction with 1.9M reactions from USPTO patents (1976-2016). Predict the product of the given reaction. (1) Given the reactants [Cl:1][C:2]1[CH:3]=[N:4][C:5]2[N:6]([N:8]=[C:9]([C:11]([OH:13])=O)[CH:10]=2)[CH:7]=1.[Br:14][C:15]1[N:16]=[C:17]2[N:22]([CH:23]=1)[CH2:21][CH2:20][NH:19][N:18]2[CH3:24], predict the reaction product. The product is: [Br:14][C:15]1[N:16]=[C:17]2[N:22]([CH:23]=1)[CH2:21][CH2:20][N:19]([C:11]([C:9]1[CH:10]=[C:5]3[N:4]=[CH:3][C:2]([Cl:1])=[CH:7][N:6]3[N:8]=1)=[O:13])[N:18]2[CH3:24]. (2) Given the reactants [F:1][C:2]1[CH:7]=[CH:6][C:5]([CH:8]([OH:16])[CH2:9][C:10]2[CH:15]=[CH:14][CH:13]=[CH:12][CH:11]=2)=[CH:4][C:3]=1[O:17][CH3:18].CC(C)=O.OS(O)(=O)=O.O=[Cr](=O)=O, predict the reaction product. The product is: [F:1][C:2]1[CH:7]=[CH:6][C:5]([C:8](=[O:16])[CH2:9][C:10]2[CH:15]=[CH:14][CH:13]=[CH:12][CH:11]=2)=[CH:4][C:3]=1[O:17][CH3:18].